Task: Predict the reactants needed to synthesize the given product.. Dataset: Full USPTO retrosynthesis dataset with 1.9M reactions from patents (1976-2016) Given the product [Cl:1][C:2]1[CH:7]=[CH:6][CH:5]=[CH:4][C:3]=1[C:8]1[C:9]([C:17]2[CH:18]=[CH:19][C:20]([Cl:23])=[CH:21][CH:22]=2)=[CH:10][C:11]([C:15]#[N:16])=[C:12]([O:14][CH2:28][C:27]2[CH:30]=[CH:31][C:32]([F:33])=[C:25]([F:24])[CH:26]=2)[N:13]=1, predict the reactants needed to synthesize it. The reactants are: [Cl:1][C:2]1[CH:7]=[CH:6][CH:5]=[CH:4][C:3]=1[C:8]1[NH:13][C:12](=[O:14])[C:11]([C:15]#[N:16])=[CH:10][C:9]=1[C:17]1[CH:22]=[CH:21][C:20]([Cl:23])=[CH:19][CH:18]=1.[F:24][C:25]1[CH:26]=[C:27]([CH:30]=[CH:31][C:32]=1[F:33])[CH2:28]Br.